From a dataset of Full USPTO retrosynthesis dataset with 1.9M reactions from patents (1976-2016). Predict the reactants needed to synthesize the given product. Given the product [I:25][CH2:39][CH:35]1[CH2:36][CH2:37][CH2:38][CH:34]1[O:33][CH:28]1[CH2:29][CH2:30][CH2:31][CH2:32][O:27]1, predict the reactants needed to synthesize it. The reactants are: C1(P(C2C=CC=CC=2)C2C=CC=CC=2)C=CC=CC=1.N1C=CN=C1.[I:25]I.[O:27]1[CH2:32][CH2:31][CH2:30][CH2:29][CH:28]1[O:33][CH:34]1[CH2:38][CH2:37][CH2:36][CH:35]1[CH2:39]O.